From a dataset of Full USPTO retrosynthesis dataset with 1.9M reactions from patents (1976-2016). Predict the reactants needed to synthesize the given product. (1) Given the product [CH3:1][NH:2][C:3]([C:5]1[C:13]2[C:8](=[CH:9][C:10]([NH:14][C:15]3[CH:20]=[CH:19][CH:18]=[CH:17][C:16]=3[C:21](=[O:26])[NH:22][CH2:23][C:24]#[CH:25])=[CH:11][CH:12]=2)[NH:7][N:6]=1)=[O:4], predict the reactants needed to synthesize it. The reactants are: [CH3:1][NH:2][C:3]([C:5]1[C:13]2[C:8](=[CH:9][C:10]([NH:14][C:15]3[CH:20]=[CH:19][CH:18]=[CH:17][C:16]=3[C:21](=[O:26])[NH:22][CH2:23][C:24]#[CH:25])=[CH:11][CH:12]=2)[N:7](C2CCCCO2)[N:6]=1)=[O:4].C(Cl)Cl.OC(C(F)(F)F)=O.FC(F)(F)C(O)=O.C([SiH](CC)CC)C. (2) Given the product [Cl:1][C:2]1[CH:3]=[CH:4][C:5]([N:10]2[CH2:20][CH2:19][C:13]3[N:14]=[CH:15][N:16]=[C:17]([NH:31][C@@H:29]([C:26]4[CH:25]=[N:24][C:23]([O:22][CH3:21])=[N:28][CH:27]=4)[CH3:30])[C:12]=3[CH2:11]2)=[C:6]([CH:9]=1)[C:7]#[N:8], predict the reactants needed to synthesize it. The reactants are: [Cl:1][C:2]1[CH:3]=[CH:4][C:5]([N:10]2[CH2:20][CH2:19][C:13]3[N:14]=[CH:15][N:16]=[C:17](Cl)[C:12]=3[CH2:11]2)=[C:6]([CH:9]=1)[C:7]#[N:8].[CH3:21][O:22][C:23]1[N:28]=[CH:27][C:26]([C@H:29]([NH2:31])[CH3:30])=[CH:25][N:24]=1.C(N(CC)C(C)C)(C)C. (3) Given the product [F:1][C:2]1[CH:3]=[CH:4][C:5]([C:8]2[C:17]3[C:12](=[CH:13][CH:14]=[C:15]([N:18]4[CH2:19][CH2:20][CH2:21][CH2:22][CH2:23]4)[CH:16]=3)[N:11]=[C:10]([CH3:24])[C:9]=2[CH2:25][OH:26])=[CH:6][CH:7]=1, predict the reactants needed to synthesize it. The reactants are: [F:1][C:2]1[CH:7]=[CH:6][C:5]([C:8]2[C:17]3[C:12](=[CH:13][CH:14]=[C:15]([N:18]4[CH2:23][CH2:22][CH2:21][CH2:20][CH2:19]4)[CH:16]=3)[N:11]=[C:10]([CH3:24])[C:9]=2[C:25](OC)=[O:26])=[CH:4][CH:3]=1.[H-].[H-].[H-].[H-].[Li+].[Al+3].O. (4) The reactants are: Cl[N:2]1[CH2:7][CH2:6][C@H:5]([C:8]2[S:12][C:11]3[CH:13]=[CH:14][CH:15]=[C:16]([O:17][CH3:18])[C:10]=3[CH:9]=2)[CH2:4][C@@H:3]1[CH3:19].C1CCN2C(=NCCC2)CC1. Given the product [CH3:18][O:17][C:16]1[C:10]2[CH:9]=[C:8]([CH:5]3[CH2:6][CH2:7][N:2]=[C:3]([CH3:19])[CH2:4]3)[S:12][C:11]=2[CH:13]=[CH:14][CH:15]=1, predict the reactants needed to synthesize it. (5) Given the product [NH2:1][CH:2]([CH:31]1[C:32]2[CH:33]=[CH:34][CH:35]=[CH:36][C:37]=2[C:38]2[C:43]1=[CH:42][CH:41]=[CH:40][CH:39]=2)[O:3][C:4]([CH:6]([CH2:9][CH2:10][CH2:11][CH2:12][C:13]([O:15][CH:16]([NH2:30])[CH:17]1[C:29]2[CH:28]=[CH:27][CH:26]=[CH:25][C:24]=2[C:23]2[C:18]1=[CH:19][CH:20]=[CH:21][CH:22]=2)=[O:14])[CH:7]=[O:8])=[O:5], predict the reactants needed to synthesize it. The reactants are: [NH2:1][CH:2]([CH:31]1[C:43]2[CH:42]=[CH:41][CH:40]=[CH:39][C:38]=2[C:37]2[C:32]1=[CH:33][CH:34]=[CH:35][CH:36]=2)[O:3][C:4]([CH:6]([CH2:9][CH2:10][CH2:11][CH2:12][C:13]([O:15][CH:16]([NH2:30])[CH:17]1[C:29]2[CH:28]=[CH:27][CH:26]=[CH:25][C:24]=2[C:23]2[C:18]1=[CH:19][CH:20]=[CH:21][CH:22]=2)=[O:14])[CH2:7][OH:8])=[O:5].CC(OI1(OC(C)=O)(OC(C)=O)OC(=O)C2C=CC=CC1=2)=O.CCOC(C)=O. (6) The reactants are: [CH3:1][C:2]1[N:6]([CH:7]2[CH2:13][CH:12]3[N:14]([CH2:15][CH2:16][C:17]4([C:35]5[CH:40]=[CH:39][CH:38]=[CH:37][CH:36]=5)[CH2:22][CH2:21][N:20]([C:23]([C:25]5[CH:30]=[CH:29][C:28]([S:31]([NH2:34])(=[O:33])=[O:32])=[CH:27][CH:26]=5)=[O:24])[CH2:19][CH2:18]4)[CH:9]([CH2:10][CH2:11]3)[CH2:8]2)[C:5]2[CH:41]=[CH:42][CH:43]=[CH:44][C:4]=2[N:3]=1.[C:45](Br)(=[O:47])[CH3:46].C(N(CC)C(C)C)(C)C. Given the product [C:45]([NH:34][S:31]([C:28]1[CH:27]=[CH:26][C:25]([C:23]([N:20]2[CH2:21][CH2:22][C:17]([CH2:16][CH2:15][N:14]3[CH:12]4[CH2:11][CH2:10][CH:9]3[CH2:8][CH:7]([N:6]3[C:5]5[CH:41]=[CH:42][CH:43]=[CH:44][C:4]=5[N:3]=[C:2]3[CH3:1])[CH2:13]4)([C:35]3[CH:36]=[CH:37][CH:38]=[CH:39][CH:40]=3)[CH2:18][CH2:19]2)=[O:24])=[CH:30][CH:29]=1)(=[O:33])=[O:32])(=[O:47])[CH3:46], predict the reactants needed to synthesize it. (7) Given the product [Br:1][C:2]1[CH:10]=[CH:9][CH:8]=[C:7]2[C:3]=1[CH:4]=[C:5]([C:11]([OH:13])=[O:12])[N:6]2[C:14]1[CH:19]=[CH:18][CH:17]=[CH:16][CH:15]=1, predict the reactants needed to synthesize it. The reactants are: [Br:1][C:2]1[CH:10]=[CH:9][CH:8]=[C:7]2[C:3]=1[CH:4]=[C:5]([C:11]([OH:13])=[O:12])[NH:6]2.[C:14]1(B(O)O)[CH:19]=[CH:18][CH:17]=[CH:16][CH:15]=1.N1C=CC=CC=1. (8) Given the product [NH:5]1[CH2:12][CH2:13][N:14]=[C:4]1[C:3]1[CH:6]=[CH:7][C:8]([O:10][CH3:11])=[CH:9][C:2]=1[NH2:1], predict the reactants needed to synthesize it. The reactants are: [NH2:1][C:2]1[CH:9]=[C:8]([O:10][CH3:11])[CH:7]=[CH:6][C:3]=1[C:4]#[N:5].[CH2:12](N)[CH2:13][NH2:14]. (9) Given the product [S:22]1[C:26]2[CH:27]=[CH:28][CH:29]=[CH:30][C:25]=2[CH:24]=[C:23]1[C:2]1[CH:11]=[C:10]2[C:5]([N:6]=[CH:7][CH:8]=[N:9]2)=[C:4]([C:12]([NH:14][CH2:15][C:16]([O:18][CH2:19][CH3:20])=[O:17])=[O:13])[C:3]=1[OH:21], predict the reactants needed to synthesize it. The reactants are: Br[C:2]1[CH:11]=[C:10]2[C:5]([N:6]=[CH:7][CH:8]=[N:9]2)=[C:4]([C:12]([NH:14][CH2:15][C:16]([O:18][CH2:19][CH3:20])=[O:17])=[O:13])[C:3]=1[OH:21].[S:22]1[C:26]2[CH:27]=[CH:28][CH:29]=[CH:30][C:25]=2[CH:24]=[C:23]1B(O)O.C(=O)([O-])[O-].[K+].[K+].